Dataset: Tyrosyl-DNA phosphodiesterase HTS with 341,365 compounds. Task: Binary Classification. Given a drug SMILES string, predict its activity (active/inactive) in a high-throughput screening assay against a specified biological target. (1) The compound is O=C(Nc1cc(ccc1)C)CCN1CC(CCC1)C. The result is 0 (inactive). (2) The drug is S(=O)(=O)(N1CCOCC1)c1cc2N(CC(=O)NC(CC)C)C(=O)COc2cc1. The result is 0 (inactive). (3) The drug is s1c(nnc1NC(=O)CSc1nnc(c2occc2)cc1)CC. The result is 1 (active). (4) The compound is O=C(NCCc1c2c([nH]c1)cccc2)C(=O)Nc1c(cccc1C)C. The result is 0 (inactive).